From a dataset of Catalyst prediction with 721,799 reactions and 888 catalyst types from USPTO. Predict which catalyst facilitates the given reaction. (1) Reactant: [F:1][C:2]([C:8]1[N:13]=[CH:12][N:11]=[C:10]([C:14](=[N:16][OH:17])[NH2:15])[CH:9]=1)([F:7])[C:3]([F:6])([F:5])[F:4].[C:18](N1C=CN=C1)(N1C=CN=C1)=[O:19].N12CCCN=C1CCCCC2.Cl. Product: [F:1][C:2]([C:8]1[N:13]=[CH:12][N:11]=[C:10]([C:14]2[NH:16][O:17][C:18](=[O:19])[N:15]=2)[CH:9]=1)([F:7])[C:3]([F:6])([F:5])[F:4]. The catalyst class is: 132. (2) Reactant: [CH3:1][O:2][C:3](=[O:22])[CH2:4][C:5]1[C:14]([CH3:15])=[C:13]([C:16](=[CH2:20])[CH2:17][CH2:18][NH2:19])[C:12]2[C:7](=[CH:8][CH:9]=[C:10]([F:21])[CH:11]=2)[CH:6]=1.[Cl:23][C:24]1[CH:29]=[CH:28][CH:27]=[CH:26][C:25]=1[S:30](Cl)(=[O:32])=[O:31].C(N(CC)C(C)C)(C)C.C(OCC)(=O)C. Product: [CH3:1][O:2][C:3](=[O:22])[CH2:4][C:5]1[C:14]([CH3:15])=[C:13]([C:16](=[CH2:20])[CH2:17][CH2:18][NH:19][S:30]([C:25]2[CH:26]=[CH:27][CH:28]=[CH:29][C:24]=2[Cl:23])(=[O:32])=[O:31])[C:12]2[C:7](=[CH:8][CH:9]=[C:10]([F:21])[CH:11]=2)[CH:6]=1. The catalyst class is: 1. (3) Reactant: [CH2:1]([NH2:8])[CH2:2][CH2:3][CH2:4][CH2:5][CH2:6][CH3:7].[CH2:9]([O:11]/[C:12](=[CH:18]\[C:19]1[CH:20]=[N:21][C:22]([C:25]2[CH:30]=[CH:29][CH:28]=[C:27]([N:31]([CH3:44])[C:32]([O:34]C3C=CC([N+]([O-])=O)=CC=3)=O)[CH:26]=2)=[CH:23][CH:24]=1)/[C:13]([O:15][CH2:16][CH3:17])=[O:14])[CH3:10].O.C(OCC)(=O)C. Product: [CH2:9]([O:11]/[C:12](=[CH:18]\[C:19]1[CH:20]=[N:21][C:22]([C:25]2[CH:30]=[CH:29][CH:28]=[C:27]([N:31]([CH3:44])[C:32]([NH:8][CH2:1][CH2:2][CH2:3][CH2:4][CH2:5][CH2:6][CH3:7])=[O:34])[CH:26]=2)=[CH:23][CH:24]=1)/[C:13]([O:15][CH2:16][CH3:17])=[O:14])[CH3:10]. The catalyst class is: 9.